From a dataset of Full USPTO retrosynthesis dataset with 1.9M reactions from patents (1976-2016). Predict the reactants needed to synthesize the given product. (1) Given the product [O:42]1[CH2:43][CH2:44][CH2:45][O:46][C:47]2[C:37]([CH2:36][O:34][C@@H:10]3[CH2:9][NH:8][CH2:12][C@H:11]3[CH2:13][N:14]([CH:31]([CH3:32])[CH3:33])[C:15](=[O:30])[C:16]3[CH:21]=[CH:20][C:19]([O:22][CH3:23])=[C:18]([O:24][CH2:25][CH2:26][CH2:27][O:28][CH3:29])[CH:17]=3)=[CH:38][CH:39]=[CH:40][C:41]1=2, predict the reactants needed to synthesize it. The reactants are: C(OC([N:8]1[CH2:12][C@@H:11]([CH2:13][N:14]([CH:31]([CH3:33])[CH3:32])[C:15](=[O:30])[C:16]2[CH:21]=[CH:20][C:19]([O:22][CH3:23])=[C:18]([O:24][CH2:25][CH2:26][CH2:27][O:28][CH3:29])[CH:17]=2)[C@H:10]([OH:34])[CH2:9]1)=O)(C)(C)C.Br[CH2:36][C:37]1[C:47]2[O:46][CH2:45][CH2:44][CH2:43][O:42][C:41]=2[CH:40]=[CH:39][CH:38]=1.CC#N.O.CC#N. (2) Given the product [NH2:6][C:3]([CH3:5])([CH3:4])[CH2:2][NH:1][C:18]1[CH:19]=[C:14]([Cl:13])[N:15]=[CH:16][N:17]=1, predict the reactants needed to synthesize it. The reactants are: [NH2:1][CH2:2][C:3]([NH2:6])([CH3:5])[CH3:4].C(=O)([O-])[O-].[K+].[K+].[Cl:13][C:14]1[CH:19]=[C:18](Cl)[N:17]=[CH:16][N:15]=1.